This data is from Full USPTO retrosynthesis dataset with 1.9M reactions from patents (1976-2016). The task is: Predict the reactants needed to synthesize the given product. (1) Given the product [CH2:23]([C:25]1[CH:32]=[CH:31][C:28]([CH2:29][NH:1][CH:2]2[CH2:3][CH2:4][N:5]([CH2:8][CH2:9][N:10]3[C:19]4[C:14](=[CH:15][CH:16]=[C:17]([O:20][CH3:21])[CH:18]=4)[N:13]=[CH:12][C:11]3=[O:22])[CH2:6][CH2:7]2)=[CH:27][CH:26]=1)[CH3:24], predict the reactants needed to synthesize it. The reactants are: [NH2:1][CH:2]1[CH2:7][CH2:6][N:5]([CH2:8][CH2:9][N:10]2[C:19]3[C:14](=[CH:15][CH:16]=[C:17]([O:20][CH3:21])[CH:18]=3)[N:13]=[CH:12][C:11]2=[O:22])[CH2:4][CH2:3]1.[CH2:23]([C:25]1[CH:32]=[CH:31][C:28]([CH:29]=O)=[CH:27][CH:26]=1)[CH3:24].C(O[BH-](OC(=O)C)OC(=O)C)(=O)C.[Na+].C(=O)([O-])O.[Na+]. (2) Given the product [CH2:22]([C:2]1[C:3](=[O:21])[CH2:4][CH2:5][C:6]2([CH2:17][CH2:18][CH2:19][CH3:20])[C:14]=1[C:13]1[C:8](=[CH:9][C:10]([O:15][CH3:16])=[CH:11][CH:12]=1)[CH2:7]2)[C:23]1[CH:28]=[CH:27][CH:26]=[CH:25][CH:24]=1, predict the reactants needed to synthesize it. The reactants are: Br[C:2]1[C:3](=[O:21])[CH2:4][CH2:5][C:6]2([CH2:17][CH2:18][CH2:19][CH3:20])[C:14]=1[C:13]1[C:8](=[CH:9][C:10]([O:15][CH3:16])=[CH:11][CH:12]=1)[CH2:7]2.[CH2:22]([Sn]12CCCN(CCC1)CCC2)[C:23]1[CH:28]=[CH:27][CH:26]=[CH:25][CH:24]=1. (3) Given the product [CH:31]1([N:15]([CH2:16][C:17]2[CH:22]=[C:21]([O:23][CH2:24][CH2:25][CH2:26][O:27][CH3:28])[CH:20]=[C:19]([O:29][CH3:30])[CH:18]=2)[C:14]([C@@H:12]2[CH2:11][C@H:10]([NH:35][C:50]3[CH:51]=[C:46]([Cl:45])[N:47]=[CH:48][N:49]=3)[CH2:9][NH:8][CH2:13]2)=[O:34])[CH2:32][CH2:33]1, predict the reactants needed to synthesize it. The reactants are: C(OC([N:8]1[CH2:13][C@H:12]([C:14](=[O:34])[N:15]([CH:31]2[CH2:33][CH2:32]2)[CH2:16][C:17]2[CH:22]=[C:21]([O:23][CH2:24][CH2:25][CH2:26][O:27][CH3:28])[CH:20]=[C:19]([O:29][CH3:30])[CH:18]=2)[CH2:11][C@H:10]([NH2:35])[CH2:9]1)=O)(C)(C)C.CCN(C(C)C)C(C)C.[Cl:45][C:46]1[CH:51]=[C:50](Cl)[N:49]=[CH:48][N:47]=1. (4) Given the product [CH2:1]([N:8]1[CH2:13][CH2:12][C:11]([O:18][CH2:16][CH3:17])([O:14][CH2:35][CH3:36])[CH2:10][CH2:9]1)[C:2]1[CH:3]=[CH:4][CH:5]=[CH:6][CH:7]=1, predict the reactants needed to synthesize it. The reactants are: [CH2:1]([N:8]1[CH2:13][CH2:12][C:11](=[O:14])[CH2:10][CH2:9]1)[C:2]1[CH:7]=[CH:6][CH:5]=[CH:4][CH:3]=1.Cl.[CH2:16]([O:18][Si](OCC)(OCC)OCC)[CH3:17].C(=O)([O-])[O-].[K+].[K+].[CH2:35](O)[CH3:36].